From a dataset of Catalyst prediction with 721,799 reactions and 888 catalyst types from USPTO. Predict which catalyst facilitates the given reaction. (1) Reactant: [C:1]([O:5][C:6]([N:8]1[CH2:13][CH2:12][CH:11]([NH:14][CH2:15][C:16]2[N:20]=[C:19]([C:21]3[O:29][C:28]4[CH:27]=[CH:26][N:25]=[CH:24][C:23]=4[CH:22]=3)[O:18][N:17]=2)[CH2:10][CH2:9]1)=[O:7])([CH3:4])([CH3:3])[CH3:2].[CH3:30][CH:31]=O.[BH-](OC(C)=O)(OC(C)=O)OC(C)=O.[Na+]. Product: [C:1]([O:5][C:6]([N:8]1[CH2:9][CH2:10][CH:11]([N:14]([CH2:30][CH3:31])[CH2:15][C:16]2[N:20]=[C:19]([C:21]3[O:29][C:28]4[CH:27]=[CH:26][N:25]=[CH:24][C:23]=4[CH:22]=3)[O:18][N:17]=2)[CH2:12][CH2:13]1)=[O:7])([CH3:4])([CH3:2])[CH3:3]. The catalyst class is: 2. (2) Reactant: C([O:3][C:4](=[O:40])[CH2:5][O:6][C:7]1[CH:12]=[CH:11][C:10]([S:13][C:14]2[CH:19]=[C:18]([C:20]#[C:21][CH2:22][N:23]3[CH2:28][CH2:27][O:26][CH2:25][CH2:24]3)[CH:17]=[C:16]([O:29][CH2:30][CH2:31][C:32]3[CH:37]=[CH:36][C:35]([Cl:38])=[CH:34][CH:33]=3)[CH:15]=2)=[CH:9][C:8]=1[CH3:39])C.[OH-].[Na+].Cl. Product: [Cl:38][C:35]1[CH:36]=[CH:37][C:32]([CH2:31][CH2:30][O:29][C:16]2[CH:15]=[C:14]([S:13][C:10]3[CH:11]=[CH:12][C:7]([O:6][CH2:5][C:4]([OH:40])=[O:3])=[C:8]([CH3:39])[CH:9]=3)[CH:19]=[C:18]([C:20]#[C:21][CH2:22][N:23]3[CH2:28][CH2:27][O:26][CH2:25][CH2:24]3)[CH:17]=2)=[CH:33][CH:34]=1. The catalyst class is: 8. (3) Reactant: [F:1][C:2]1([F:17])[CH2:4][C@@H:3]1[CH2:5][O:6][C:7]1[CH:16]=[CH:15][C:10]([C:11]([O:13]C)=[O:12])=[CH:9][CH:8]=1.C1COCC1.[OH-].[Na+].Cl. Product: [F:1][C:2]1([F:17])[CH2:4][C@@H:3]1[CH2:5][O:6][C:7]1[CH:16]=[CH:15][C:10]([C:11]([OH:13])=[O:12])=[CH:9][CH:8]=1. The catalyst class is: 5. (4) Reactant: [F:1][C:2]1[C:3]([C:10]2[CH:18]=[CH:17][C:13]([C:14](O)=[O:15])=[CH:12][C:11]=2[C:19]([O:21][CH3:22])=[O:20])=[CH:4][C:5]([O:8][CH3:9])=[N:6][CH:7]=1.B.C1COCC1. Product: [F:1][C:2]1[C:3]([C:10]2[CH:18]=[CH:17][C:13]([CH2:14][OH:15])=[CH:12][C:11]=2[C:19]([O:21][CH3:22])=[O:20])=[CH:4][C:5]([O:8][CH3:9])=[N:6][CH:7]=1. The catalyst class is: 1. (5) Reactant: Br[CH2:2][C:3]1[CH:12]=[CH:11][CH:10]=[CH:9][C:4]=1[C:5]([O:7]C)=O.[NH2:13][CH2:14][C:15]1[C:20]([CH3:21])=[N:19][C:18]2[N:22]([CH2:25][CH3:26])[N:23]=[CH:24][C:17]=2[C:16]=1[NH:27][CH:28]1[CH2:33][CH2:32][O:31][CH2:30][CH2:29]1.CCN(C(C)C)C(C)C. Product: [CH2:25]([N:22]1[C:18]2=[N:19][C:20]([CH3:21])=[C:15]([CH2:14][N:13]3[CH2:2][C:3]4[C:4](=[CH:9][CH:10]=[CH:11][CH:12]=4)[C:5]3=[O:7])[C:16]([NH:27][CH:28]3[CH2:29][CH2:30][O:31][CH2:32][CH2:33]3)=[C:17]2[CH:24]=[N:23]1)[CH3:26]. The catalyst class is: 245. (6) Reactant: [N+:1]([C:4]1[CH:5]=[CH:6][CH:7]=[C:8]2[C:12]=1[NH:11][CH:10]=[CH:9]2)([O-:3])=[O:2].[Br:13]Br. Product: [Br:13][C:9]1[C:8]2[C:12](=[C:4]([N+:1]([O-:3])=[O:2])[CH:5]=[CH:6][CH:7]=2)[NH:11][CH:10]=1. The catalyst class is: 4. (7) Reactant: Cl.[N+:2]([C:5]1[CH:6]=[C:7]([CH:10]=[CH:11][CH:12]=1)[CH2:8][NH2:9])([O-:4])=[O:3].[C:13](O[C:13]([O:15][C:16]([CH3:19])([CH3:18])[CH3:17])=[O:14])([O:15][C:16]([CH3:19])([CH3:18])[CH3:17])=[O:14]. Product: [N+:2]([C:5]1[CH:6]=[C:7]([CH:10]=[CH:11][CH:12]=1)[CH2:8][NH:9][C:13](=[O:14])[O:15][C:16]([CH3:19])([CH3:18])[CH3:17])([O-:4])=[O:3]. The catalyst class is: 2. (8) Reactant: [Cl:1][C:2]1[CH:3]=[CH:4][C:5]([OH:11])=[C:6]([CH:10]=1)[C:7]([OH:9])=O.[CH3:12][C@H:13]([NH2:20])[C:14]1[CH:19]=[CH:18][CH:17]=[CH:16][CH:15]=1.CCN(C(C)C)C(C)C.CN(C(ON1N=NC2C=CC=CC1=2)=[N+](C)C)C.F[P-](F)(F)(F)(F)F. Product: [Cl:1][C:2]1[CH:3]=[CH:4][C:5]([OH:11])=[C:6]([CH:10]=1)[C:7]([NH:20][CH:13]([C:14]1[CH:19]=[CH:18][CH:17]=[CH:16][CH:15]=1)[CH3:12])=[O:9]. The catalyst class is: 2. (9) Reactant: [N:1]1([C:6]2[N:11]=[CH:10][C:9]([CH:12]=[O:13])=[CH:8][CH:7]=2)[CH2:5][CH2:4][CH2:3][CH2:2]1.[F:14][C:15]([Si](C)(C)C)([F:17])[F:16].[F-].C([N+](CCCC)(CCCC)CCCC)CCC. Product: [N:1]1([C:6]2[CH:7]=[CH:8][C:9]([CH:12]([OH:13])[C:15]([F:17])([F:16])[F:14])=[CH:10][N:11]=2)[CH2:2][CH2:3][CH2:4][CH2:5]1. The catalyst class is: 7. (10) The catalyst class is: 5. Product: [C:1]([N:4]1[CH2:9][CH2:8][N:7]([C:10]2[CH:17]=[CH:16][C:13](/[CH:14]=[CH:31]/[C:24]3[C:25]4[C:30](=[CH:29][CH:28]=[CH:27][CH:26]=4)[NH:22][N:23]=3)=[CH:12][C:11]=2[N+:18]([O-:20])=[O:19])[CH2:6][CH2:5]1)(=[O:3])[CH3:2]. Reactant: [C:1]([N:4]1[CH2:9][CH2:8][N:7]([C:10]2[CH:17]=[CH:16][C:13]([CH:14]=O)=[CH:12][C:11]=2[N+:18]([O-:20])=[O:19])[CH2:6][CH2:5]1)(=[O:3])[CH3:2].[I-].[NH:22]1[C:30]2[C:25](=[CH:26][CH:27]=[CH:28][CH:29]=2)[C:24]([CH2:31][P+](C2C=CC=CC=2)(C2C=CC=CC=2)C2C=CC=CC=2)=[N:23]1.C(=O)([O-])[O-].[K+].[K+].